From a dataset of Reaction yield outcomes from USPTO patents with 853,638 reactions. Predict the reaction yield, written as a fraction of the theoretical maximum amount of product (1.0 means a 100% yield; for example, 0.34 means a 34% yield). (1) The reactants are [N:1]1([C:7]([O:9][C:10]([CH3:13])([CH3:12])[CH3:11])=[O:8])[CH2:6][CH2:5][NH:4][CH2:3][CH2:2]1.Cl[C:15]1[CH:20]=[N:19][CH:18]=[CH:17][N:16]=1.C([O-])([O-])=O.[Cs+].[Cs+]. The catalyst is CS(C)=O. The product is [N:16]1[CH:17]=[CH:18][N:19]=[CH:20][C:15]=1[N:4]1[CH2:5][CH2:6][N:1]([C:7]([O:9][C:10]([CH3:13])([CH3:12])[CH3:11])=[O:8])[CH2:2][CH2:3]1. The yield is 0.600. (2) The yield is 0.930. The reactants are [N+:1]([C:4]1[CH:21]=[CH:20][C:7]2[N:8]=[C:9]([NH:11][C:12](=[O:19])[C:13]3[CH:18]=[CH:17][CH:16]=[CH:15][CH:14]=3)[S:10][C:6]=2[CH:5]=1)([O-])=O.CN(C)C=O. The product is [NH2:1][C:4]1[CH:21]=[CH:20][C:7]2[N:8]=[C:9]([NH:11][C:12](=[O:19])[C:13]3[CH:18]=[CH:17][CH:16]=[CH:15][CH:14]=3)[S:10][C:6]=2[CH:5]=1. The catalyst is [Pd].C(OCC)(=O)C. (3) The reactants are CS[C:3]([C:25]1[C:30]([Cl:31])=[CH:29][CH:28]=[CH:27][C:26]=1[F:32])=[N:4][C:5]([C:7]1[S:8][C:9]([C:14]2[CH:19]=[CH:18][C:17]([O:20][C:21]([F:24])([F:23])[F:22])=[CH:16][CH:15]=2)=[C:10]([Br:13])[C:11]=1[CH3:12])=O.C(O)(=O)C(O)=O.[CH2:39]([NH:41][NH2:42])[CH3:40]. The catalyst is C1(C)C=CC=CC=1.CCOCC. The product is [Cl:31][C:30]1[CH:29]=[CH:28][CH:27]=[C:26]([F:32])[C:25]=1[C:3]1[N:4]=[C:5]([C:7]2[S:8][C:9]([C:14]3[CH:15]=[CH:16][C:17]([O:20][C:21]([F:23])([F:24])[F:22])=[CH:18][CH:19]=3)=[C:10]([Br:13])[C:11]=2[CH3:12])[N:41]([CH2:39][CH3:40])[N:42]=1. The yield is 0.300. (4) The reactants are Br[C:2]1[C:3]([C:9]#[N:10])=[N:4][CH:5]=[C:6](C)[CH:7]=1.[C:11]([O-])([O-])=O.[K+].[K+].[N:17]1[NH:18][N:19]=[CH:20][CH:21]=1. The catalyst is CN(C=O)C. The product is [CH3:11][C:5]1[N:4]=[C:3]([C:9]#[N:10])[C:2]([N:18]2[N:19]=[CH:20][CH:21]=[N:17]2)=[CH:7][CH:6]=1. The yield is 0.480. (5) The reactants are CCOCC.[H-].[Al+3].[Li+].[H-].[H-].[H-].[N:12]1[CH:17]=[CH:16][C:15]([CH:18]([CH3:23])[CH2:19][C:20]([NH2:22])=O)=[CH:14][CH:13]=1.[OH-].[Na+]. The catalyst is C(Cl)Cl.C(OCC)(=O)C. The product is [N:12]1[CH:17]=[CH:16][C:15]([CH:18]([CH3:23])[CH2:19][CH2:20][NH2:22])=[CH:14][CH:13]=1. The yield is 0.750.